From a dataset of Full USPTO retrosynthesis dataset with 1.9M reactions from patents (1976-2016). Predict the reactants needed to synthesize the given product. Given the product [C:5]([O:9][C:10]([N:12]1[CH2:16][C@H:15]([O:17][CH3:3])[CH2:14][C@@H:13]1[C:18]([OH:20])=[O:19])=[O:11])([CH3:8])([CH3:6])[CH3:7], predict the reactants needed to synthesize it. The reactants are: [H-].[Na+].[CH3:3]I.[C:5]([O:9][C:10]([N:12]1[CH2:16][C@H:15]([OH:17])[CH2:14][C@@H:13]1[C:18]([OH:20])=[O:19])=[O:11])([CH3:8])([CH3:7])[CH3:6].Cl.[Na+].[Cl-].